Dataset: Catalyst prediction with 721,799 reactions and 888 catalyst types from USPTO. Task: Predict which catalyst facilitates the given reaction. (1) Reactant: [CH3:1][C:2]1([CH3:14])[C:6]([CH3:8])([CH3:7])[O:5][B:4]([C:9]2[CH:10]=[N:11][NH:12][CH:13]=2)[O:3]1.Cl[CH2:16][C:17]1[CH:22]=[CH:21][N:20]=[CH:19][CH:18]=1.C(=O)([O-])[O-].[Cs+].[Cs+]. Product: [CH3:1][C:2]1([CH3:14])[C:6]([CH3:7])([CH3:8])[O:5][B:4]([C:9]2[CH:13]=[N:12][N:11]([CH2:16][C:17]3[CH:22]=[CH:21][N:20]=[CH:19][CH:18]=3)[CH:10]=2)[O:3]1. The catalyst class is: 47. (2) Reactant: C([O:5][C:6]([CH:8]1[CH2:12][CH:11]([O:13][C:14]2[CH:19]=[C:18]([C:20]3[CH:25]=[CH:24][C:23]([O:26][CH3:27])=[CH:22][CH:21]=3)[N:17]=[C:16]([O:28][CH3:29])[N:15]=2)[CH2:10][CH:9]1[C:30](=[O:42])[NH:31][C:32]1([C:37]([O:39][CH2:40][CH3:41])=[O:38])[CH2:34][CH:33]1[CH:35]=[CH2:36])=[O:7])(C)(C)C.C([SiH](CC)CC)C. Product: [CH2:40]([O:39][C:37]([C:32]1([NH:31][C:30]([CH:9]2[CH2:10][CH:11]([O:13][C:14]3[CH:19]=[C:18]([C:20]4[CH:21]=[CH:22][C:23]([O:26][CH3:27])=[CH:24][CH:25]=4)[N:17]=[C:16]([O:28][CH3:29])[N:15]=3)[CH2:12][CH:8]2[C:6]([OH:7])=[O:5])=[O:42])[CH2:34][CH:33]1[CH:35]=[CH2:36])=[O:38])[CH3:41]. The catalyst class is: 67. (3) Reactant: [CH3:1][CH2:2][C:3](=O)[CH2:4][C:5](=O)[CH2:6][CH3:7].[CH3:10][O:11][C:12]1[C:17]([NH:18][NH2:19])=[CH:16][C:15]([CH3:20])=[C:14]([C:21]2[CH:26]=[CH:25][C:24]([O:27][C:28]([F:31])([F:30])[F:29])=[CH:23][C:22]=2[O:32][CH3:33])[N:13]=1. Product: [CH2:2]([C:3]1[CH:4]=[C:5]([CH2:6][CH3:7])[N:18]([C:17]2[C:12]([O:11][CH3:10])=[N:13][C:14]([C:21]3[CH:26]=[CH:25][C:24]([O:27][C:28]([F:30])([F:31])[F:29])=[CH:23][C:22]=3[O:32][CH3:33])=[C:15]([CH3:20])[CH:16]=2)[N:19]=1)[CH3:1]. The catalyst class is: 14. (4) Reactant: [CH3:1][CH:2]([CH2:26][C:27]([CH3:29])=[CH2:28])[C:3]([C:5]1[C:6](=[O:25])[N:7](CC2C=CC(OC)=CC=2)[C:8]([O:14][CH3:15])=[C:9]([O:12][CH3:13])[C:10]=1[OH:11])=[O:4]. Product: [CH3:1][CH:2]([CH2:26][CH:27]([CH3:29])[CH3:28])[C:3]([C:5]1[C:6](=[O:25])[NH:7][C:8]([O:14][CH3:15])=[C:9]([O:12][CH3:13])[C:10]=1[OH:11])=[O:4]. The catalyst class is: 304. (5) Reactant: CCN(C(C)C)C(C)C.[F:10][C:11]1[CH:16]=[CH:15][CH:14]=[CH:13][C:12]=1[C:17]1[O:21][N:20]=[C:19]([C:22]([OH:24])=O)[CH:18]=1.C1C=CC2N(O)N=NC=2C=1.CCN=C=NCCCN(C)C.Cl.[NH2:47][CH2:48][C:49]([N:51]1[CH2:56][CH2:55][N:54]([C:57](=[O:69])[C:58]2[CH:63]=[C:62]([F:64])[CH:61]=[CH:60][C:59]=2[C:65]([F:68])([F:67])[F:66])[CH2:53][CH2:52]1)=[O:50]. Product: [F:64][C:62]1[CH:61]=[CH:60][C:59]([C:65]([F:67])([F:66])[F:68])=[C:58]([CH:63]=1)[C:57]([N:54]1[CH2:55][CH2:56][N:51]([C:49](=[O:50])[CH2:48][NH:47][C:22]([C:19]2[CH:18]=[C:17]([C:12]3[CH:13]=[CH:14][CH:15]=[CH:16][C:11]=3[F:10])[O:21][N:20]=2)=[O:24])[CH2:52][CH2:53]1)=[O:69]. The catalyst class is: 18.